This data is from NCI-60 drug combinations with 297,098 pairs across 59 cell lines. The task is: Regression. Given two drug SMILES strings and cell line genomic features, predict the synergy score measuring deviation from expected non-interaction effect. (1) Drug 1: C1=CC(=C2C(=C1NCCNCCO)C(=O)C3=C(C=CC(=C3C2=O)O)O)NCCNCCO. Drug 2: CCC1(CC2CC(C3=C(CCN(C2)C1)C4=CC=CC=C4N3)(C5=C(C=C6C(=C5)C78CCN9C7C(C=CC9)(C(C(C8N6C)(C(=O)OC)O)OC(=O)C)CC)OC)C(=O)OC)O.OS(=O)(=O)O. Cell line: A549. Synergy scores: CSS=57.0, Synergy_ZIP=-0.809, Synergy_Bliss=-1.52, Synergy_Loewe=-1.72, Synergy_HSA=1.73. (2) Drug 1: C1=NC2=C(N=C(N=C2N1C3C(C(C(O3)CO)O)O)F)N. Drug 2: CC1CCC2CC(C(=CC=CC=CC(CC(C(=O)C(C(C(=CC(C(=O)CC(OC(=O)C3CCCCN3C(=O)C(=O)C1(O2)O)C(C)CC4CCC(C(C4)OC)O)C)C)O)OC)C)C)C)OC. Cell line: NCI-H522. Synergy scores: CSS=1.73, Synergy_ZIP=-2.52, Synergy_Bliss=-2.47, Synergy_Loewe=-4.84, Synergy_HSA=-4.85. (3) Drug 1: C1=CC=C(C(=C1)C(C2=CC=C(C=C2)Cl)C(Cl)Cl)Cl. Drug 2: CC1CCC2CC(C(=CC=CC=CC(CC(C(=O)C(C(C(=CC(C(=O)CC(OC(=O)C3CCCCN3C(=O)C(=O)C1(O2)O)C(C)CC4CCC(C(C4)OC)O)C)C)O)OC)C)C)C)OC. Cell line: SK-OV-3. Synergy scores: CSS=17.4, Synergy_ZIP=2.96, Synergy_Bliss=5.79, Synergy_Loewe=-3.26, Synergy_HSA=5.03. (4) Drug 2: CC12CCC3C(C1CCC2OP(=O)(O)O)CCC4=C3C=CC(=C4)OC(=O)N(CCCl)CCCl.[Na+]. Synergy scores: CSS=3.47, Synergy_ZIP=1.90, Synergy_Bliss=6.24, Synergy_Loewe=-0.563, Synergy_HSA=1.52. Drug 1: C1=CC=C(C(=C1)C(C2=CC=C(C=C2)Cl)C(Cl)Cl)Cl. Cell line: U251. (5) Drug 1: CC12CCC3C(C1CCC2O)C(CC4=C3C=CC(=C4)O)CCCCCCCCCS(=O)CCCC(C(F)(F)F)(F)F. Drug 2: COC1=C2C(=CC3=C1OC=C3)C=CC(=O)O2. Cell line: SK-MEL-28. Synergy scores: CSS=-9.26, Synergy_ZIP=3.38, Synergy_Bliss=2.30, Synergy_Loewe=-4.29, Synergy_HSA=-3.93. (6) Drug 1: CNC(=O)C1=CC=CC=C1SC2=CC3=C(C=C2)C(=NN3)C=CC4=CC=CC=N4. Drug 2: C1CCN(CC1)CCOC2=CC=C(C=C2)C(=O)C3=C(SC4=C3C=CC(=C4)O)C5=CC=C(C=C5)O. Cell line: OVCAR-8. Synergy scores: CSS=2.54, Synergy_ZIP=8.63, Synergy_Bliss=4.40, Synergy_Loewe=2.87, Synergy_HSA=3.02.